From a dataset of Catalyst prediction with 721,799 reactions and 888 catalyst types from USPTO. Predict which catalyst facilitates the given reaction. (1) Reactant: [NH2:1][C:2]1[CH:3]=[C:4]([CH:8]=[C:9]([C:11]([F:14])([F:13])[F:12])[CH:10]=1)C(O)=O.[H-].[H-].[H-].[H-].[Li+].[Al+3].[F-].[Na+].N1C=CN=[CH:24]1.[CH3:28][C:29]([Si:32](Cl)(C)C)([CH3:31])[CH3:30].CCO[C:39]([CH3:41])=[O:40]. Product: [C:29]([SiH2:32][O:40][C:39]([CH3:41])([CH3:24])[C:4]1[CH:3]=[C:2]([NH2:1])[CH:10]=[C:9]([C:11]([F:14])([F:12])[F:13])[CH:8]=1)([CH3:31])([CH3:30])[CH3:28]. The catalyst class is: 677. (2) Reactant: [OH:1][NH:2][C:3](=[O:19])[O:4][CH2:5][CH:6]1[C:18]2[CH:17]=[CH:16][CH:15]=[CH:14][C:13]=2[C:12]2[C:7]1=[CH:8][CH:9]=[CH:10][CH:11]=2.[C:20](Cl)(=[O:27])[C:21]1[CH:26]=[CH:25][CH:24]=[CH:23][CH:22]=1.C(N(CC)CC)C.O. Product: [C:20]([O:1][NH:2][C:3](=[O:19])[O:4][CH2:5][CH:6]1[C:18]2[CH:17]=[CH:16][CH:15]=[CH:14][C:13]=2[C:12]2[C:7]1=[CH:8][CH:9]=[CH:10][CH:11]=2)(=[O:27])[C:21]1[CH:26]=[CH:25][CH:24]=[CH:23][CH:22]=1. The catalyst class is: 13. (3) Reactant: Cl[C:2]1[C:11]2[C:6](=[CH:7][CH:8]=[CH:9][CH:10]=2)[N:5]=[CH:4][C:3]=1[N+:12]([O-:14])=[O:13].[C:15]1([C:21]2[O:25][N:24]=[C:23]([CH2:26][NH2:27])[CH:22]=2)[CH:20]=[CH:19][CH:18]=[CH:17][CH:16]=1.C(N(CC)CC)C. Product: [N+:12]([C:3]1[CH:4]=[N:5][C:6]2[C:11]([C:2]=1[NH:27][CH2:26][C:23]1[CH:22]=[C:21]([C:15]3[CH:16]=[CH:17][CH:18]=[CH:19][CH:20]=3)[O:25][N:24]=1)=[CH:10][CH:9]=[CH:8][CH:7]=2)([O-:14])=[O:13]. The catalyst class is: 4.